Dataset: Catalyst prediction with 721,799 reactions and 888 catalyst types from USPTO. Task: Predict which catalyst facilitates the given reaction. Reactant: [C:1]([C:3]1[CH:4]=[C:5]([CH:20]=[CH:21][CH:22]=1)[CH2:6][N:7]1[CH2:12][CH2:11][N:10]([C:13]2[CH:18]=[CH:17][C:16]([NH2:19])=[CH:15][CH:14]=2)[CH2:9][CH2:8]1)#[N:2].[CH:23]([C:26]1[CH:31]=[CH:30][C:29]([C:32]2[C:33]([C:40](O)=[O:41])=[CH:34][CH:35]=[CH:36][C:37]=2[O:38][CH3:39])=[CH:28][CH:27]=1)([CH3:25])[CH3:24].C1C=CC2N(O)N=NC=2C=1.CCN=C=NCCCN(C)C.Cl. Product: [C:1]([C:3]1[CH:4]=[C:5]([CH:20]=[CH:21][CH:22]=1)[CH2:6][N:7]1[CH2:12][CH2:11][N:10]([C:13]2[CH:18]=[CH:17][C:16]([NH:19][C:40]([C:33]3[C:32]([C:29]4[CH:28]=[CH:27][C:26]([CH:23]([CH3:25])[CH3:24])=[CH:31][CH:30]=4)=[C:37]([O:38][CH3:39])[CH:36]=[CH:35][CH:34]=3)=[O:41])=[CH:15][CH:14]=2)[CH2:9][CH2:8]1)#[N:2]. The catalyst class is: 624.